Dataset: Catalyst prediction with 721,799 reactions and 888 catalyst types from USPTO. Task: Predict which catalyst facilitates the given reaction. (1) Reactant: [C:1]([C:5]1[CH:10]=[CH:9][C:8]([C:11]2[N:15]([CH3:16])[N:14]=[C:13]([C:17](=O)[CH3:18])[C:12]=2[OH:20])=[CH:7][CH:6]=1)([CH3:4])([CH3:3])[CH3:2].[NH:21]([C:23]([C:25]1[CH:30]=[CH:29][C:28]([S:31]([NH:34][CH3:35])(=[O:33])=[O:32])=[CH:27][CH:26]=1)=[O:24])[NH2:22]. Product: [C:1]([C:5]1[CH:10]=[CH:9][C:8]([C:11]2[N:15]([CH3:16])[N:14]=[C:13]([C:17](=[N:22][NH:21][C:23]([C:25]3[CH:26]=[CH:27][C:28]([S:31]([NH:34][CH3:35])(=[O:32])=[O:33])=[CH:29][CH:30]=3)=[O:24])[CH3:18])[C:12]=2[OH:20])=[CH:7][CH:6]=1)([CH3:4])([CH3:3])[CH3:2]. The catalyst class is: 32. (2) Reactant: [Cl:1][C:2]1[CH:7]=[CH:6][C:5]([S:8]([N:11]2[CH2:17][CH2:16][CH2:15][CH2:14][C:13]3[CH:18]=[CH:19][CH:20]=[CH:21][C:12]2=3)(=[O:10])=[O:9])=[CH:4][C:3]=1[NH2:22].[C:23](OC(C)(C)C)(=[O:28])[CH2:24][C:25]([CH3:27])=[O:26]. Product: [Cl:1][C:2]1[CH:7]=[CH:6][C:5]([S:8]([N:11]2[CH2:17][CH2:16][CH2:15][CH2:14][C:13]3[CH:18]=[CH:19][CH:20]=[CH:21][C:12]2=3)(=[O:9])=[O:10])=[CH:4][C:3]=1[NH:22][C:23](=[O:28])[CH2:24][C:25](=[O:26])[CH3:27]. The catalyst class is: 11. (3) Reactant: [CH3:1][C:2]1[C:3]([C:20]2[CH:25]=[CH:24][CH:23]=[C:22]([C:26]([F:29])([F:28])[F:27])[CH:21]=2)=[N:4][C:5]2[C:10]([C:11]=1[C:12]([O:14][CH3:15])=[O:13])=[CH:9][C:8](SC)=[C:7]([O:18][CH3:19])[CH:6]=2.Cl[C:31]1C=C(C=CC=1)C(OO)=O.C([O-])(O)=O.[Na+].[O-:46][S:47]([O-:50])(=S)=O.[Na+].[Na+]. Product: [CH3:1][C:2]1[C:3]([C:20]2[CH:25]=[CH:24][CH:23]=[C:22]([C:26]([F:29])([F:28])[F:27])[CH:21]=2)=[N:4][C:5]2[C:10]([C:11]=1[C:12]([O:14][CH3:15])=[O:13])=[CH:9][C:8]([S:47]([CH3:31])(=[O:50])=[O:46])=[C:7]([O:18][CH3:19])[CH:6]=2. The catalyst class is: 4. (4) Reactant: [N:1]1[N:5]2[CH2:6][CH2:7][CH2:8][NH:9][C:4]2=[C:3]([CH:10]([NH:21]C(=O)C(F)(F)F)[CH2:11][CH2:12][NH:13][C:14](=[O:20])[O:15][C:16]([CH3:19])([CH3:18])[CH3:17])[CH:2]=1.C(=O)([O-])[O-].[K+].[K+].CCCCCC. Product: [NH2:21][CH:10]([C:3]1[CH:2]=[N:1][N:5]2[CH2:6][CH2:7][CH2:8][NH:9][C:4]=12)[CH2:11][CH2:12][NH:13][C:14](=[O:20])[O:15][C:16]([CH3:19])([CH3:18])[CH3:17]. The catalyst class is: 24. (5) Reactant: [C:1]([O:5][C:6](=[O:11])[NH:7][CH2:8][CH2:9][OH:10])([CH3:4])([CH3:3])[CH3:2].[Br:12][C:13]1[N:22]=[CH:21][C:20]2[C:15](=[CH:16][CH:17]=[C:18](O)[CH:19]=2)[N:14]=1.C1(P(C2C=CC=CC=2)C2C=CC=CC=2)C=CC=CC=1.O1CCCC1.N(C(OC(C)C)=O)=NC(OC(C)C)=O. Product: [Br:12][C:13]1[N:22]=[CH:21][C:20]2[C:15](=[CH:16][CH:17]=[C:18]([O:10][CH2:9][CH2:8][NH:7][C:6](=[O:11])[O:5][C:1]([CH3:4])([CH3:2])[CH3:3])[CH:19]=2)[N:14]=1. The catalyst class is: 2. (6) Reactant: [C:1]([C:3]1[CH:39]=[CH:38][C:6]2[N:7](C(C3CCOCC3)=O)[C:8](=[O:29])[C@@H:9]([NH:21][C:22](=[O:28])[O:23][C:24]([CH3:27])([CH3:26])[CH3:25])[C@H:10]([CH3:20])[N:11]([C:12]([CH:14]3[CH2:19][CH2:18][O:17][CH2:16][CH2:15]3)=[O:13])[C:5]=2[CH:4]=1)#[N:2].[OH-].[Na+]. Product: [C:1]([C:3]1[CH:39]=[CH:38][C:6]2[NH:7][C:8](=[O:29])[C@@H:9]([NH:21][C:22](=[O:28])[O:23][C:24]([CH3:27])([CH3:25])[CH3:26])[C@H:10]([CH3:20])[N:11]([C:12]([CH:14]3[CH2:19][CH2:18][O:17][CH2:16][CH2:15]3)=[O:13])[C:5]=2[CH:4]=1)#[N:2]. The catalyst class is: 191. (7) Reactant: [BH4-].[Na+].[CH2:3]([N:5]1[C:9]([C:10]2[CH:11]=[C:12]([CH:15]=[CH:16][CH:17]=2)[C:13]#[N:14])=[CH:8][C:7]([CH:18]=[O:19])=[N:6]1)[CH3:4].[NH4+].[Cl-]. Product: [CH2:3]([N:5]1[C:9]([C:10]2[CH:11]=[C:12]([CH:15]=[CH:16][CH:17]=2)[C:13]#[N:14])=[CH:8][C:7]([CH2:18][OH:19])=[N:6]1)[CH3:4]. The catalyst class is: 14. (8) Reactant: [OH:1][C:2]1[CH:7]=[CH:6][C:5]([CH2:8][C:9](=O)[CH3:10])=[CH:4][CH:3]=1.[NH3:12].[H][H]. Product: [OH:1][C:2]1[CH:7]=[CH:6][C:5]([CH2:8][CH:9]([NH2:12])[CH3:10])=[CH:4][CH:3]=1. The catalyst class is: 94. (9) Reactant: [CH3:1][O:2][C:3]1[CH:4]=[CH:5][C:6]([C:16](=O)[CH2:17][CH2:18][C:19]([OH:21])=O)=[C:7]2[C:12]=1[N:11]=[C:10]([CH:13]([CH3:15])[CH3:14])[CH:9]=[CH:8]2.O.[NH2:24][NH2:25]. Product: [CH3:1][O:2][C:3]1[CH:4]=[CH:5][C:6]([C:16]2[CH2:17][CH2:18][C:19](=[O:21])[NH:24][N:25]=2)=[C:7]2[C:12]=1[N:11]=[C:10]([CH:13]([CH3:15])[CH3:14])[CH:9]=[CH:8]2. The catalyst class is: 8. (10) Reactant: [C:1]([C:3]1[CH:8]=[CH:7][C:6]([N:9]2[C:16](=[O:17])[C:12]3([CH2:15][CH2:14][CH2:13]3)[N:11]([C:18]3[CH:23]=[CH:22][C:21]([CH2:24][CH2:25][CH2:26][C:27]([NH:29][CH3:30])=O)=[CH:20][CH:19]=3)[C:10]2=[S:31])=[CH:5][C:4]=1[C:32]([F:35])([F:34])[F:33])#[N:2].[N:36]1C=CC=CC=1.S(OS(C(F)(F)F)(=O)=O)(C(F)(F)F)(=O)=O.N. Product: [C:1]([C:3]1[CH:8]=[CH:7][C:6]([N:9]2[C:16](=[O:17])[C:12]3([CH2:15][CH2:14][CH2:13]3)[N:11]([C:18]3[CH:23]=[CH:22][C:21]([CH2:24][CH2:25][CH2:26][C:27](=[NH:36])[NH:29][CH3:30])=[CH:20][CH:19]=3)[C:10]2=[S:31])=[CH:5][C:4]=1[C:32]([F:34])([F:35])[F:33])#[N:2]. The catalyst class is: 4.